Predict the reactants needed to synthesize the given product. From a dataset of Full USPTO retrosynthesis dataset with 1.9M reactions from patents (1976-2016). (1) Given the product [F:24][C@@H:25]([CH3:28])[CH2:26][O:1][C:2]1[CH:7]=[CH:6][N:5]=[CH:4][CH:3]=1, predict the reactants needed to synthesize it. The reactants are: [OH:1][C:2]1[CH:7]=[CH:6][N:5]=[CH:4][CH:3]=1.C(C=P(CCCC)(CCCC)CCCC)#N.[F:24][C@@H:25]([CH3:28])[CH2:26]O.Cl. (2) Given the product [Br:1][C:2]1[CH:3]=[CH:4][CH:5]=[C:6]2[C:11]=1[CH:10]=[N+:9]([O-:12])[CH:8]=[CH:7]2, predict the reactants needed to synthesize it. The reactants are: [Br:1][C:2]1[CH:3]=[CH:4][CH:5]=[C:6]2[C:11]=1[CH:10]=[N:9][CH:8]=[CH:7]2.[OH:12]O.